Dataset: Forward reaction prediction with 1.9M reactions from USPTO patents (1976-2016). Task: Predict the product of the given reaction. (1) Given the reactants [F:1][C:2]1[C:7]([F:8])=[C:6]([F:9])[CH:5]=[CH:4][C:3]=1[C@H:10]1[CH2:15][CH2:14][C@H:13]([C@H:16]2[CH2:21][CH2:20][C@H:19]([CH2:22][CH2:23][CH3:24])[CH2:18][CH2:17]2)[CH2:12][CH2:11]1.C([Li])CCC.[I:30]I.S([O-])([O-])(=O)=S.[Na+].[Na+], predict the reaction product. The product is: [I:30][C:5]1[C:6]([F:9])=[C:7]([F:8])[C:2]([F:1])=[C:3]([C@H:10]2[CH2:11][CH2:12][C@H:13]([C@H:16]3[CH2:21][CH2:20][C@H:19]([CH2:22][CH2:23][CH3:24])[CH2:18][CH2:17]3)[CH2:14][CH2:15]2)[CH:4]=1. (2) Given the reactants [CH2:1]([C:3]1[C:12]2[C:7](=[CH:8][C:9]([O:15][CH3:16])=[C:10]([O:13][CH3:14])[CH:11]=2)[CH:6]=[C:5]([OH:17])[N:4]=1)[CH3:2].Cl.Cl[CH2:20][C:21]1[CH:22]=[C:23]2[C:28](=[CH:29][CH:30]=1)[N:27]=[C:26]([CH3:31])[CH:25]=[CH:24]2.[Li+].[OH-], predict the reaction product. The product is: [CH2:1]([C:3]1[C:12]2[C:7](=[CH:8][C:9]([O:15][CH3:16])=[C:10]([O:13][CH3:14])[CH:11]=2)[C:6]([CH2:20][C:21]2[CH:22]=[C:23]3[C:28](=[CH:29][CH:30]=2)[N:27]=[C:26]([CH3:31])[CH:25]=[CH:24]3)=[C:5]([OH:17])[N:4]=1)[CH3:2]. (3) Given the reactants [C:1]([O:5][C:6](=[O:24])[NH:7][C:8]([C:16]1[CH:21]=[C:20]([Br:22])[CH:19]=[CH:18][C:17]=1[F:23])([CH2:12][N+:13]([O-])=O)[CH:9]([F:11])[F:10])([CH3:4])([CH3:3])[CH3:2], predict the reaction product. The product is: [C:1]([O:5][C:6](=[O:24])[NH:7][C:8]([CH2:12][NH2:13])([C:16]1[CH:21]=[C:20]([Br:22])[CH:19]=[CH:18][C:17]=1[F:23])[CH:9]([F:11])[F:10])([CH3:4])([CH3:2])[CH3:3]. (4) Given the reactants [ClH:1].[Cl:2][C:3]1[C:8]([F:9])=[CH:7][C:6]([C:10]2[N:11]=[C:12]([N:19]3[CH2:24][CH2:23][CH:22]([CH2:25][C:26]([OH:28])=O)[CH2:21][CH2:20]3)[C:13]3[S:18][CH:17]=[CH:16][C:14]=3[N:15]=2)=[C:5]([F:29])[CH:4]=1.[Cl-].[NH4+:31].C1C=CC2N(O)N=NC=2C=1.CCN=C=NCCCN(C)C, predict the reaction product. The product is: [Cl:2][C:3]1[C:8]([F:9])=[CH:7][C:6]([C:10]2[N:11]=[C:12]([N:19]3[CH2:24][CH2:23][CH:22]([CH2:25][C:26]([NH:31][Cl:1])=[O:28])[CH2:21][CH2:20]3)[C:13]3[S:18][CH:17]=[CH:16][C:14]=3[N:15]=2)=[C:5]([F:29])[CH:4]=1. (5) Given the reactants [CH2:1]([OH:4])[CH2:2][CH3:3].C(Cl)(=O)C.[O:9]=[CH:10][C@@H:11]([C@H:13]([C@H:15]([CH2:17][OH:18])[OH:16])[OH:14])[OH:12], predict the reaction product. The product is: [CH2:1]([O:4][C:10]([C@@H:11]([C@H:13]([C@H:15]([CH2:17][OH:18])[OH:16])[OH:14])[OH:12])=[O:9])[CH2:2][CH3:3]. (6) Given the reactants C[O:2][C:3]([C:5]1[CH:6]=[C:7]2[CH:13]=[C:12]([CH:14]([C:21]3[CH:22]=[N:23][C:24]([S:27]([CH3:30])(=[O:29])=[O:28])=[CH:25][CH:26]=3)[CH2:15][CH:16]3[CH2:20][CH2:19][CH2:18][CH2:17]3)[NH:11][C:8]2=[N:9][CH:10]=1)=[O:4].[OH-].[Na+].Cl, predict the reaction product. The product is: [CH:16]1([CH2:15][CH:14]([C:12]2[NH:11][C:8]3=[N:9][CH:10]=[C:5]([C:3]([OH:4])=[O:2])[CH:6]=[C:7]3[CH:13]=2)[C:21]2[CH:22]=[N:23][C:24]([S:27]([CH3:30])(=[O:29])=[O:28])=[CH:25][CH:26]=2)[CH2:20][CH2:19][CH2:18][CH2:17]1.